From a dataset of Full USPTO retrosynthesis dataset with 1.9M reactions from patents (1976-2016). Predict the reactants needed to synthesize the given product. (1) Given the product [CH:14]1([C:13]2[N:12]=[C:11]([NH2:18])[N:10]=[C:9]([NH2:19])[C:8]=2[C:5]2[CH:4]=[CH:3][C:2]([NH:1][CH2:28][C:27]3[CH:26]=[CH:25][C:24]([S:21]([CH3:20])(=[O:23])=[O:22])=[CH:31][CH:30]=3)=[CH:7][CH:6]=2)[CH2:15][CH2:16][CH2:17]1, predict the reactants needed to synthesize it. The reactants are: [NH2:1][C:2]1[CH:7]=[CH:6][C:5]([C:8]2[C:9]([NH2:19])=[N:10][C:11]([NH2:18])=[N:12][C:13]=2[CH:14]2[CH2:17][CH2:16][CH2:15]2)=[CH:4][CH:3]=1.[CH3:20][S:21]([C:24]1[CH:31]=[CH:30][C:27]([CH:28]=O)=[CH:26][CH:25]=1)(=[O:23])=[O:22].[BH3-]C#N.[Na+].CC(O)=O. (2) Given the product [CH:1]1([C:7]2[CH:8]=[C:9]3[C:14](=[CH:15][CH:16]=2)[CH2:13][N:12]([S:17]([CH2:20][CH:21]([CH:25]([CH3:27])[CH3:26])[C:36]([NH:35][OH:30])=[O:37])(=[O:19])=[O:18])[CH2:11][CH2:10]3)[CH2:2][CH2:3][CH2:4][CH2:5][CH2:6]1, predict the reactants needed to synthesize it. The reactants are: [CH:1]1([C:7]2[CH:8]=[C:9]3[C:14](=[CH:15][CH:16]=2)[CH2:13][N:12]([S:17]([CH2:20][CH:21]([CH:25]([CH3:27])[CH3:26])C(O)=O)(=[O:19])=[O:18])[CH2:11][CH2:10]3)[CH2:6][CH2:5][CH2:4][CH2:3][CH2:2]1.C(Cl)(=O)C(Cl)=[O:30].C[N:35](C)[CH:36]=[O:37]. (3) Given the product [C:1]1([CH2:7][C:20]([O:13][CH2:14][CH3:17])=[O:22])[CH:6]=[CH:5][CH:4]=[CH:3][CH:2]=1, predict the reactants needed to synthesize it. The reactants are: [C:1]1([CH3:7])[CH:6]=[CH:5][CH:4]=[CH:3][CH:2]=1.C(O[O:13][C:14]([CH3:17])(C)C)(C)(C)C.[C]=O.[CH2:20]([OH:22])C. (4) Given the product [CH3:25][C:19]1[C:20]([CH3:24])=[CH:21][CH:22]=[CH:23][C:18]=1[C:16]1[N:15]=[C:14]([NH2:26])[N:13]=[C:12]([NH:1][CH2:2][CH2:3][NH:4][C:5]2[CH:10]=[CH:9][CH:8]=[CH:7][CH:6]=2)[CH:17]=1, predict the reactants needed to synthesize it. The reactants are: [NH2:1][CH2:2][CH2:3][NH:4][C:5]1[CH:10]=[CH:9][CH:8]=[CH:7][CH:6]=1.Cl[C:12]1[CH:17]=[C:16]([C:18]2[CH:23]=[CH:22][CH:21]=[C:20]([CH3:24])[C:19]=2[CH3:25])[N:15]=[C:14]([NH2:26])[N:13]=1. (5) Given the product [C:24]([O:23][C:21]([NH:20][CH2:19][CH2:18][CH2:17][O:16][C:15]1[C:7]2[CH:6]([CH2:5][C:4]([OH:35])=[O:3])[O:10][B:9]([OH:11])[C:8]=2[CH:12]=[C:13]([O:28][C:29]2[CH:34]=[N:33][CH:32]=[CH:31][N:30]=2)[CH:14]=1)=[O:22])([CH3:27])([CH3:25])[CH3:26], predict the reactants needed to synthesize it. The reactants are: C([O:3][C:4](=[O:35])[CH2:5][CH:6]1[O:10][B:9]([OH:11])[C:8]2[CH:12]=[C:13]([O:28][C:29]3[CH:34]=[N:33][CH:32]=[CH:31][N:30]=3)[CH:14]=[C:15]([O:16][CH2:17][CH2:18][CH2:19][NH:20][C:21]([O:23][C:24]([CH3:27])([CH3:26])[CH3:25])=[O:22])[C:7]1=2)C.[Li+].[OH-].Cl. (6) Given the product [Cl:33][C:29]1[C:28]([F:34])=[C:27]([CH:32]=[CH:31][CH:30]=1)[C:26]([N:22]1[CH2:21][C@@H:20]2[CH2:25][C@H:23]1[CH2:24][N:19]2[CH2:18][C:13]1[N:12]=[C:11]([NH:10][C:9]2[CH:8]=[CH:7][NH:6][N:5]=2)[CH:16]=[C:15]([CH3:17])[N:14]=1)=[O:35], predict the reactants needed to synthesize it. The reactants are: C([N:5]1[C:9]([NH:10][C:11]2[CH:16]=[C:15]([CH3:17])[N:14]=[C:13]([CH2:18][N:19]3[CH2:24][C@@H:23]4[CH2:25][C@H:20]3[CH2:21][N:22]4[C:26](=[O:35])[C:27]3[CH:32]=[CH:31][CH:30]=[C:29]([Cl:33])[C:28]=3[F:34])[N:12]=2)=[CH:8][CH:7]=[N:6]1)(C)(C)C. (7) Given the product [C:1]1([C:7]2[C:16]([C:17]([F:20])([F:19])[F:18])=[CH:15][C:14]3[C:9](=[CH:10][CH:11]=[CH:12][CH:13]=3)[C:8]=2[O:21][C:22]2[CH:23]=[CH:24][C:25](/[CH:32]=[CH:31]/[C:30]([OH:36])=[O:35])=[CH:28][CH:29]=2)[CH:2]=[CH:3][CH:4]=[CH:5][CH:6]=1, predict the reactants needed to synthesize it. The reactants are: [C:1]1([C:7]2[C:16]([C:17]([F:20])([F:19])[F:18])=[CH:15][C:14]3[C:9](=[CH:10][CH:11]=[CH:12][CH:13]=3)[C:8]=2[O:21][C:22]2[CH:29]=[CH:28][C:25](C=O)=[CH:24][CH:23]=2)[CH:6]=[CH:5][CH:4]=[CH:3][CH:2]=1.[C:30]([OH:36])(=[O:35])[CH2:31][C:32](O)=O.Cl. (8) Given the product [CH:34]([C:35]1[CH:40]=[CH:39][C:38](/[CH:41]=[CH:11]/[C:4]2[C:5]3[C:10](=[CH:9][CH:8]=[CH:7][CH:6]=3)[NH:2][N:3]=2)=[CH:37][CH:36]=1)=[O:33], predict the reactants needed to synthesize it. The reactants are: [I-].[NH:2]1[C:10]2[C:5](=[CH:6][CH:7]=[CH:8][CH:9]=2)[C:4]([CH2:11][P+](C2C=CC=CC=2)(C2C=CC=CC=2)C2C=CC=CC=2)=[N:3]1.CC[O:33][CH:34](OCC)[C:35]1[CH:40]=[CH:39][C:38]([CH:41]=O)=[CH:37][CH:36]=1.C(=O)([O-])[O-].[K+].[K+].O.C1(C)C=CC(S(O)(=O)=O)=CC=1. (9) Given the product [Cl:19][C:8]1[C:9]2[CH:14]=[N:13][C:12]([S:15][CH3:16])=[N:11][C:10]=2[N:6]([CH:1]2[CH2:2][CH2:3][CH2:4][CH2:5]2)[C:7]=1[CH:17]=[O:18], predict the reactants needed to synthesize it. The reactants are: [CH:1]1([N:6]2[C:10]3[N:11]=[C:12]([S:15][CH3:16])[N:13]=[CH:14][C:9]=3[CH:8]=[C:7]2[CH:17]=[O:18])[CH2:5][CH2:4][CH2:3][CH2:2]1.[Cl:19]N1C(=O)CCC1=O.O.C(=O)(O)[O-].